Dataset: Catalyst prediction with 721,799 reactions and 888 catalyst types from USPTO. Task: Predict which catalyst facilitates the given reaction. (1) Reactant: C([N-]C(C)C)(C)C.[Li+].[CH2:9]([N:16]1[CH:22]([CH3:23])[CH2:21][CH2:20][CH2:19][CH2:18][C:17]1=[O:24])[C:10]1[CH:15]=[CH:14][CH:13]=[CH:12][CH:11]=1.CN(P(N(C)C)(N(C)C)=O)C.C([C:38]([O:40][CH3:41])=[O:39])#N. Product: [CH2:9]([N:16]1[CH:22]([CH3:23])[CH2:21][CH2:20][CH2:19][CH:18]([C:38]([O:40][CH3:41])=[O:39])[C:17]1=[O:24])[C:10]1[CH:15]=[CH:14][CH:13]=[CH:12][CH:11]=1. The catalyst class is: 1. (2) Reactant: C([O:3][C:4]([CH:6]1[CH2:11][CH2:10][N:9]([CH2:12][C:13]2[C:17]3[CH:18]=[CH:19][C:20]([O:22][C:23]4[S:24][C:25]5[C:26]([N:31]=4)=[N:27][CH:28]=[CH:29][CH:30]=5)=[CH:21][C:16]=3[O:15][CH:14]=2)[CH2:8][CH2:7]1)=[O:5])C.[OH-].[K+].Cl. Product: [S:24]1[C:25]2[C:26](=[N:27][CH:28]=[CH:29][CH:30]=2)[N:31]=[C:23]1[O:22][C:20]1[CH:19]=[CH:18][C:17]2[C:13]([CH2:12][N:9]3[CH2:10][CH2:11][CH:6]([C:4]([OH:5])=[O:3])[CH2:7][CH2:8]3)=[CH:14][O:15][C:16]=2[CH:21]=1. The catalyst class is: 41. (3) Reactant: Cl.[NH2:2][C:3]1[CH:11]=[CH:10][C:6]([C:7]([OH:9])=O)=[C:5]([F:12])[N:4]=1.ON1C(=O)CCC1=O.C(N(CC)CC)C.CC(N=C=NC(C)C)C.Cl.[C:38]([O:42][C:43](=[O:55])[C@H:44]([CH2:46][CH2:47][C:48]([O:50][C:51]([CH3:54])([CH3:53])[CH3:52])=[O:49])[NH2:45])([CH3:41])([CH3:40])[CH3:39]. Product: [C:38]([O:42][C:43](=[O:55])[C@H:44]([CH2:46][CH2:47][C:48]([O:50][C:51]([CH3:54])([CH3:53])[CH3:52])=[O:49])[NH:45][C:7](=[O:9])[C:6]1[CH:10]=[CH:11][C:3]([NH2:2])=[N:4][C:5]=1[F:12])([CH3:40])([CH3:41])[CH3:39]. The catalyst class is: 9. (4) Reactant: [F:1][C:2]([F:16])([F:15])[C:3]1[NH:4][C:5]2[C:10]([CH:11]=1)=[CH:9][C:8]([C:12]#[N:13])=[CH:7][C:6]=2[Br:14]. Product: [F:16][C:2]([F:1])([F:15])[C:3]1[NH:4][C:5]2[C:10]([CH:11]=1)=[CH:9][C:8]([CH2:12][NH2:13])=[CH:7][C:6]=2[Br:14]. The catalyst class is: 1. (5) Reactant: [Mg].BrC1C=CC(C(C)(C)C)=CC=1.II.BrCCBr.[CH2:19]([O:26][C:27](=[O:39])[NH:28][C@@H](C)C(N1CCOCC1)=O)[C:20]1[CH:25]=[CH:24][CH:23]=[CH:22][CH:21]=1.C([Mg]Cl)(C)C.Cl. Product: [CH2:19]([O:26][C:27](=[O:39])[NH2:28])[C:20]1[CH:25]=[CH:24][CH:23]=[CH:22][CH:21]=1. The catalyst class is: 305. (6) The catalyst class is: 115. Reactant: [C:1]([C:3]1[CH:8]=[CH:7][C:6]([CH:9]([CH3:13])[C:10]([OH:12])=O)=[CH:5][C:4]=1[O:14][CH3:15])#[N:2].[C:16]1([CH3:34])[CH:21]=[CH:20][CH:19]=[C:18]([C:22]2[C:27]([CH2:28][NH2:29])=[CH:26][CH:25]=[C:24]([C:30]([F:33])([F:32])[F:31])[N:23]=2)[CH:17]=1.CN(C)CCCN=C=NCC.ON1C2C=CC=CC=2N=N1.C(N(CC)CC)C. Product: [C:1]([C:3]1[CH:8]=[CH:7][C:6]([CH:9]([CH3:13])[C:10]([NH:29][CH2:28][C:27]2[C:22]([C:18]3[CH:17]=[C:16]([CH3:34])[CH:21]=[CH:20][CH:19]=3)=[N:23][C:24]([C:30]([F:33])([F:31])[F:32])=[CH:25][CH:26]=2)=[O:12])=[CH:5][C:4]=1[O:14][CH3:15])#[N:2]. (7) Reactant: C(=O)[C:2]1[CH:9]=[CH:8][CH:7]=[C:4]([CH:5]=[O:6])[CH:3]=1.C(O)C.[CH:14]([O:21][CH2:22][CH3:23])([O:18][CH2:19][CH3:20])OCC. Product: [CH2:22]([O:21][CH:14]([O:18][CH2:19][CH3:20])[C:2]1[CH:3]=[C:4]([CH:7]=[CH:8][CH:9]=1)[CH:5]=[O:6])[CH3:23]. The catalyst class is: 775.